This data is from NCI-60 drug combinations with 297,098 pairs across 59 cell lines. The task is: Regression. Given two drug SMILES strings and cell line genomic features, predict the synergy score measuring deviation from expected non-interaction effect. (1) Drug 1: COC1=NC(=NC2=C1N=CN2C3C(C(C(O3)CO)O)O)N. Drug 2: C1C(C(OC1N2C=NC3=C2NC=NCC3O)CO)O. Cell line: NCI-H322M. Synergy scores: CSS=3.09, Synergy_ZIP=1.66, Synergy_Bliss=4.07, Synergy_Loewe=1.71, Synergy_HSA=2.36. (2) Drug 1: CCCS(=O)(=O)NC1=C(C(=C(C=C1)F)C(=O)C2=CNC3=C2C=C(C=N3)C4=CC=C(C=C4)Cl)F. Cell line: UACC-257. Synergy scores: CSS=45.4, Synergy_ZIP=8.47, Synergy_Bliss=9.14, Synergy_Loewe=1.22, Synergy_HSA=8.61. Drug 2: CNC(=O)C1=CC=CC=C1SC2=CC3=C(C=C2)C(=NN3)C=CC4=CC=CC=N4. (3) Drug 1: C(=O)(N)NO. Drug 2: CC1=C(C(=O)C2=C(C1=O)N3CC4C(C3(C2COC(=O)N)OC)N4)N. Cell line: CCRF-CEM. Synergy scores: CSS=52.3, Synergy_ZIP=2.71, Synergy_Bliss=3.19, Synergy_Loewe=3.53, Synergy_HSA=7.23. (4) Drug 1: CS(=O)(=O)C1=CC(=C(C=C1)C(=O)NC2=CC(=C(C=C2)Cl)C3=CC=CC=N3)Cl. Drug 2: C#CCC(CC1=CN=C2C(=N1)C(=NC(=N2)N)N)C3=CC=C(C=C3)C(=O)NC(CCC(=O)O)C(=O)O. Cell line: MALME-3M. Synergy scores: CSS=1.68, Synergy_ZIP=-1.50, Synergy_Bliss=-1.52, Synergy_Loewe=-2.81, Synergy_HSA=-2.79. (5) Drug 1: CC(CN1CC(=O)NC(=O)C1)N2CC(=O)NC(=O)C2. Drug 2: CC1C(C(CC(O1)OC2CC(CC3=C2C(=C4C(=C3O)C(=O)C5=C(C4=O)C(=CC=C5)OC)O)(C(=O)C)O)N)O.Cl. Cell line: SK-MEL-28. Synergy scores: CSS=19.7, Synergy_ZIP=3.43, Synergy_Bliss=6.14, Synergy_Loewe=-5.09, Synergy_HSA=6.06.